Task: Predict the reaction yield, written as a fraction of the theoretical maximum amount of product (1.0 means a 100% yield; for example, 0.34 means a 34% yield).. Dataset: Reaction yield outcomes from USPTO patents with 853,638 reactions (1) The reactants are C([O:3][C:4]([C:6]1[NH:7][C:8]2[C:13]([C:14]=1[CH3:15])=[CH:12][C:11]([O:16][CH3:17])=[C:10]([C:18]([F:21])([F:20])[F:19])[CH:9]=2)=[O:5])C.[OH-].[K+].Cl. The catalyst is C(O)C.O. The product is [CH3:17][O:16][C:11]1[CH:12]=[C:13]2[C:8](=[CH:9][C:10]=1[C:18]([F:20])([F:21])[F:19])[NH:7][C:6]([C:4]([OH:5])=[O:3])=[C:14]2[CH3:15]. The yield is 0.730. (2) The yield is 0.910. The catalyst is C(O)C. The product is [CH2:15]([N:1]([CH2:15][C:16]1[CH:21]=[CH:20][CH:19]=[CH:18][CH:17]=1)[C@@H:2]1[CH2:7][CH2:6][CH2:5][C@H:4]([OH:8])[CH2:3]1)[C:16]1[CH:21]=[CH:20][CH:19]=[CH:18][CH:17]=1. The reactants are [NH2:1][C@@H:2]1[CH2:7][CH2:6][CH2:5][C@H:4]([OH:8])[CH2:3]1.C(=O)(O)[O-].[Na+].Cl[CH2:15][C:16]1[CH:21]=[CH:20][CH:19]=[CH:18][CH:17]=1. (3) The reactants are CS([N:5]1[CH2:10][CH2:9]N(CCCOC2C=CC(B3OC(C)(C)C(C)(C)O3)=CC=2)[CH2:7][CH2:6]1)(=O)=O.Br[CH2:31][CH2:32][O:33][C:34]1[CH:35]=[C:36]([B:40]2[O:44][C:43]([CH3:46])([CH3:45])[C:42]([CH3:48])([CH3:47])[O:41]2)[CH:37]=[CH:38][CH:39]=1.C(NCC)C. No catalyst specified. The product is [CH2:6]([N:5]([CH2:10][CH3:9])[CH2:31][CH2:32][O:33][C:34]1[CH:39]=[CH:38][CH:37]=[C:36]([B:40]2[O:44][C:43]([CH3:46])([CH3:45])[C:42]([CH3:48])([CH3:47])[O:41]2)[CH:35]=1)[CH3:7]. The yield is 0.890. (4) The reactants are [NH2:1][C:2]12[CH2:11][CH:6]3[CH2:7][CH:8]([CH2:10][CH:4]([C:5]3=[O:12])[CH2:3]1)[CH2:9]2.C(N(CC)CC)C.[CH3:20][C:21]([O:24][C:25](O[C:25]([O:24][C:21]([CH3:23])([CH3:22])[CH3:20])=[O:26])=[O:26])([CH3:23])[CH3:22].[NH4+].[Cl-]. The catalyst is C(Cl)Cl. The product is [O:12]=[C:5]1[CH:6]2[CH2:11][C:2]3([NH:1][C:25](=[O:26])[O:24][C:21]([CH3:23])([CH3:22])[CH3:20])[CH2:9][CH:8]([CH2:10][CH:4]1[CH2:3]3)[CH2:7]2. The yield is 0.900.